Dataset: Full USPTO retrosynthesis dataset with 1.9M reactions from patents (1976-2016). Task: Predict the reactants needed to synthesize the given product. The reactants are: [CH2:1]([C@H:8]1[N:13]([C:14]([C:16]2[N:17]=[CH:18][N:19]([C@H:27]3[C@H:32]([OH:33])[CH2:31][CH2:30][O:29][CH2:28]3)[C:20]=2[C:21]2[CH:26]=[CH:25][CH:24]=[CH:23][CH:22]=2)=[O:15])[CH2:12][CH2:11][N:10]([C:34]([O:36][C:37]([CH3:40])([CH3:39])[CH3:38])=[O:35])[CH2:9]1)[C:2]1[CH:7]=[CH:6][CH:5]=[CH:4][CH:3]=1.CC(OI1(OC(C)=O)(OC(C)=O)OC(=O)C2C=CC=CC1=2)=O.S([O-])([O-])(=O)=S.[Na+].[Na+]. Given the product [CH2:1]([C@H:8]1[N:13]([C:14]([C:16]2[N:17]=[CH:18][N:19]([CH:27]3[C:32](=[O:33])[CH2:31][CH2:30][O:29][CH2:28]3)[C:20]=2[C:21]2[CH:26]=[CH:25][CH:24]=[CH:23][CH:22]=2)=[O:15])[CH2:12][CH2:11][N:10]([C:34]([O:36][C:37]([CH3:40])([CH3:39])[CH3:38])=[O:35])[CH2:9]1)[C:2]1[CH:7]=[CH:6][CH:5]=[CH:4][CH:3]=1, predict the reactants needed to synthesize it.